Dataset: Catalyst prediction with 721,799 reactions and 888 catalyst types from USPTO. Task: Predict which catalyst facilitates the given reaction. (1) Reactant: [NH:1]1[C:9]2[C:4](=[CH:5][CH:6]=[CH:7][C:8]=2[C:10]([OH:13])([CH3:12])[CH3:11])[CH:3]=[N:2]1.[I:14]I.[OH-].[K+]. Product: [I:14][C:3]1[C:4]2[C:9](=[C:8]([C:10]([OH:13])([CH3:11])[CH3:12])[CH:7]=[CH:6][CH:5]=2)[NH:1][N:2]=1. The catalyst class is: 3. (2) The catalyst class is: 436. Reactant: [CH3:1][C:2]1[N:3]=[C:4]([C:7]2[C:8](=[O:14])[NH:9][C:10](=[O:13])[NH:11][CH:12]=2)[S:5][CH:6]=1.[C:15](Cl)(=[O:22])[C:16]1[CH:21]=[CH:20][CH:19]=[CH:18][CH:17]=1.O. Product: [CH3:1][C:2]1[N:3]=[C:4]([C:7]2[C:8](=[O:14])[N:9]([C:15]([C:16]3[CH:21]=[CH:20][CH:19]=[CH:18][CH:17]=3)=[O:22])[C:10](=[O:13])[NH:11][CH:12]=2)[S:5][CH:6]=1. (3) Product: [N:72]1([C:11]2[CH:12]=[CH:13][CH:14]=[C:9]([O:8][CH2:1][C:2]3[CH:7]=[CH:6][CH:5]=[CH:4][CH:3]=3)[N:10]=2)[CH2:75][CH2:74][CH2:73]1. Reactant: [CH2:1]([O:8][C:9]1[CH:14]=[CH:13][CH:12]=[C:11](Br)[N:10]=1)[C:2]1[CH:7]=[CH:6][CH:5]=[CH:4][CH:3]=1.C(Cl)(Cl)Cl.C1C=CC(P(C2C(C3C(P(C4C=CC=CC=4)C4C=CC=CC=4)=CC=C4C=3C=CC=C4)=C3C(C=CC=C3)=CC=2)C2C=CC=CC=2)=CC=1.CC(C)([O-])C.[K+].[NH:72]1[CH2:75][CH2:74][CH2:73]1. The catalyst class is: 187. (4) The catalyst class is: 21. Product: [OH:9][CH2:8][N:5]1[CH:6]=[CH:7][C:3]([C:1]#[N:2])=[N:4]1. Reactant: [C:1]([C:3]1[CH:7]=[CH:6][NH:5][N:4]=1)#[N:2].[CH2:8]=[O:9]. (5) Reactant: Cl[C:2]1[N:7]=[N:6][C:5]([N:8]2[C:12]([C:14]([F:17])([F:16])[F:15])(O)[CH2:11][C:10]([C:18]3[CH:19]=[N:20][CH:21]=[CH:22][CH:23]=3)=[N:9]2)=[CH:4][CH:3]=1.[NH3:24]. Product: [N:20]1[CH:21]=[CH:22][CH:23]=[C:18]([C:10]2[CH:11]=[C:12]([C:14]([F:17])([F:16])[F:15])[N:8]([C:5]3[N:6]=[N:7][C:2]([NH2:24])=[CH:3][CH:4]=3)[N:9]=2)[CH:19]=1. The catalyst class is: 5. (6) Reactant: Br[C:2]1[CH:17]=[CH:16][C:5]([C:6]([O:8][CH2:9][C:10]2[CH:15]=[CH:14][CH:13]=[CH:12][CH:11]=2)=[O:7])=[C:4]([F:18])[CH:3]=1.[OH:19][C:20]1[CH:25]=[CH:24][CH:23]=[CH:22][C:21]=1B(O)O.C(=O)([O-])[O-].[Na+].[Na+]. Product: [F:18][C:4]1[CH:3]=[C:2]([C:21]2[CH:22]=[CH:23][CH:24]=[CH:25][C:20]=2[OH:19])[CH:17]=[CH:16][C:5]=1[C:6]([O:8][CH2:9][C:10]1[CH:15]=[CH:14][CH:13]=[CH:12][CH:11]=1)=[O:7]. The catalyst class is: 108.